Dataset: Catalyst prediction with 721,799 reactions and 888 catalyst types from USPTO. Task: Predict which catalyst facilitates the given reaction. Reactant: O.[F:2][C:3]1[C:21]([N:22]2[C:27](=[O:28])[CH:26]=[C:25]([C:29]([F:32])([F:31])[F:30])[N:24]([CH3:33])[C:23]2=[O:34])=[CH:20][C:6]([O:7][C:8]2[C:9]([O:14][CH2:15][C:16]([O:18][CH3:19])=[O:17])=[N:10][CH:11]=[CH:12][CH:13]=2)=[C:5]([N+:35]([O-])=O)[CH:4]=1. Product: [NH2:35][C:5]1[CH:4]=[C:3]([F:2])[C:21]([N:22]2[C:27](=[O:28])[CH:26]=[C:25]([C:29]([F:30])([F:32])[F:31])[N:24]([CH3:33])[C:23]2=[O:34])=[CH:20][C:6]=1[O:7][C:8]1[C:9]([O:14][CH2:15][C:16]([O:18][CH3:19])=[O:17])=[N:10][CH:11]=[CH:12][CH:13]=1. The catalyst class is: 180.